Dataset: Reaction yield outcomes from USPTO patents with 853,638 reactions. Task: Predict the reaction yield, written as a fraction of the theoretical maximum amount of product (1.0 means a 100% yield; for example, 0.34 means a 34% yield). (1) The reactants are C(N1C=CN=C1)(N1C=CN=C1)=O.[Cl:13][C:14]1[C:15]([CH3:31])=[N:16][O:17][C:18]=1[NH:19][S:20]([C:23]1[CH:27]=[CH:26][S:25][C:24]=1[C:28]([OH:30])=O)(=[O:22])=[O:21].N1C=CN=C1.Cl.CNOC.Cl[CH2:43][C:44]1[C:52]([CH3:53])=[CH:51][C:47]2[O:48][CH2:49][O:50][C:46]=2[CH:45]=1.[Mg]. The catalyst is O1CCCC1. The product is [Cl:13][C:14]1[C:15]([CH3:31])=[N:16][O:17][C:18]=1[NH:19][S:20]([C:23]1[CH:27]=[CH:26][S:25][C:24]=1[C:28](=[O:30])[CH2:53][C:52]1[C:44]([CH3:43])=[CH:45][C:46]2[O:50][CH2:49][O:48][C:47]=2[CH:51]=1)(=[O:21])=[O:22]. The yield is 0.300. (2) The reactants are [Br:1][C:2]1[CH:3]=[C:4]([CH:8]=[CH:9][C:10]=1[C:11]#[N:12])[C:5]([OH:7])=[O:6].C(=O)([O-])[O-].[Cs+].[Cs+].[CH2:19](Br)[C:20]1[CH:25]=[CH:24][CH:23]=[CH:22][CH:21]=1.O. The catalyst is CC(C)=O.C(OCC)(=O)C. The product is [Br:1][C:2]1[CH:3]=[C:4]([CH:8]=[CH:9][C:10]=1[C:11]#[N:12])[C:5]([O:7][CH2:19][C:20]1[CH:25]=[CH:24][CH:23]=[CH:22][CH:21]=1)=[O:6]. The yield is 0.450. (3) The reactants are [CH3:1][O:2][C:3]1[CH:4]=[C:5]2[C:10](=[CH:11][CH:12]=1)[C:9]([CH2:13][C:14]1[CH:19]=[CH:18][C:17]([O:20][CH2:21][CH2:22][N:23]3[CH2:28][CH2:27][CH2:26][CH2:25][CH2:24]3)=[CH:16][CH:15]=1)=[C:8](OS(C(F)(F)F)(=O)=O)[CH:7]=[CH:6]2.B1(B2OC(C)(C)C(C)(C)O2)OC(C)(C)C(C)(C)O1.[F-].[Cs+].Br[C:58]1[CH:63]=[C:62]([F:64])[C:61]([F:65])=[C:60]([F:66])[C:59]=1[F:67]. The catalyst is C1CCC(P(C2CCCCC2)C2CCCCC2)CC1.C1CCC(P(C2CCCCC2)C2CCCCC2)CC1.[Pd].C(#N)C. The product is [CH3:1][O:2][C:3]1[CH:4]=[C:5]2[C:10](=[CH:11][CH:12]=1)[C:9]([CH2:13][C:14]1[CH:19]=[CH:18][C:17]([O:20][CH2:21][CH2:22][N:23]3[CH2:28][CH2:27][CH2:26][CH2:25][CH2:24]3)=[CH:16][CH:15]=1)=[C:8]([C:58]1[CH:63]=[C:62]([F:64])[C:61]([F:65])=[C:60]([F:66])[C:59]=1[F:67])[CH:7]=[CH:6]2. The yield is 0.730. (4) The reactants are Cl[C:2]1[N:3]=[CH:4][C:5]([C:8]([O:10][CH3:11])=[O:9])=[N:6][CH:7]=1.CCN(CC)CC.[NH2:19][CH:20]1[CH2:25][CH2:24][O:23][CH2:22][CH2:21]1.O. The catalyst is O1CCOCC1.[Cl-].[Na+].O. The product is [O:23]1[CH2:24][CH2:25][CH:20]([NH:19][C:2]2[N:3]=[CH:4][C:5]([C:8]([O:10][CH3:11])=[O:9])=[N:6][CH:7]=2)[CH2:21][CH2:22]1. The yield is 0.339. (5) The reactants are [CH2:1]([N:3]([CH2:16][CH3:17])[CH2:4][CH2:5][CH2:6][O:7][C:8]1[CH:13]=[CH:12][C:11]([NH2:14])=[CH:10][C:9]=1[F:15])[CH3:2].[F:18][C:19]1[CH:27]=[C:26]2[C:22]([C:23](=[CH:29]O)[C:24](=[O:28])[NH:25]2)=[CH:21][CH:20]=1. No catalyst specified. The product is [CH2:16]([N:3]([CH2:1][CH3:2])[CH2:4][CH2:5][CH2:6][O:7][C:8]1[CH:13]=[CH:12][C:11]([NH:14][CH:29]=[C:23]2[C:22]3[C:26](=[CH:27][C:19]([F:18])=[CH:20][CH:21]=3)[NH:25][C:24]2=[O:28])=[CH:10][C:9]=1[F:15])[CH3:17]. The yield is 0.320. (6) The reactants are Br[C:2]1[CH:3]=[C:4]2[C:8](=[CH:9][CH:10]=1)[NH:7][C:6]([C:11]1[CH:16]=[CH:15][C:14]([Cl:17])=[CH:13][CH:12]=1)=[CH:5]2.[C:18]1(B(O)O)[CH:23]=[CH:22][CH:21]=[CH:20][CH:19]=1.O. The catalyst is O1CCOCC1.O.C1C=CC([P]([Pd]([P](C2C=CC=CC=2)(C2C=CC=CC=2)C2C=CC=CC=2)([P](C2C=CC=CC=2)(C2C=CC=CC=2)C2C=CC=CC=2)[P](C2C=CC=CC=2)(C2C=CC=CC=2)C2C=CC=CC=2)(C2C=CC=CC=2)C2C=CC=CC=2)=CC=1. The product is [Cl:17][C:14]1[CH:15]=[CH:16][C:11]([C:6]2[NH:7][C:8]3[C:4]([CH:5]=2)=[CH:3][C:2]([C:18]2[CH:23]=[CH:22][CH:21]=[CH:20][CH:19]=2)=[CH:10][CH:9]=3)=[CH:12][CH:13]=1. The yield is 0.110. (7) The reactants are [CH3:1][O:2][C:3]1[CH:8]=[CH:7][C:6]([NH2:9])=[C:5]([N+:10]([O-])=O)[CH:4]=1. The catalyst is [Pd].CO. The product is [CH3:1][O:2][C:3]1[CH:4]=[C:5]([NH2:10])[C:6]([NH2:9])=[CH:7][CH:8]=1. The yield is 0.970. (8) The reactants are O[Li].O.[C:4]([O:8][C:9]([N:11]1[CH2:16][CH2:15][C:14]([C:32](=[O:34])[NH2:33])([NH:17][C:18]([CH:20]2[CH2:25][CH2:24][CH:23]([CH2:26][CH2:27][C:28]([F:31])([F:30])[F:29])[CH2:22][CH2:21]2)=O)[CH2:13][CH2:12]1)=[O:10])([CH3:7])([CH3:6])[CH3:5].[Cl-].[NH4+]. The catalyst is C(O)C. The product is [C:4]([O:8][C:9]([N:11]1[CH2:16][CH2:15][C:14]2([N:17]=[C:18]([CH:20]3[CH2:25][CH2:24][CH:23]([CH2:26][CH2:27][C:28]([F:31])([F:30])[F:29])[CH2:22][CH2:21]3)[NH:33][C:32]2=[O:34])[CH2:13][CH2:12]1)=[O:10])([CH3:7])([CH3:6])[CH3:5]. The yield is 0.920.